From a dataset of Reaction yield outcomes from USPTO patents with 853,638 reactions. Predict the reaction yield, written as a fraction of the theoretical maximum amount of product (1.0 means a 100% yield; for example, 0.34 means a 34% yield). (1) The reactants are [CH3:1][C:2]1[C:11]2[C:10](=[O:12])[O:9][C:8](=O)[NH:7][C:6]=2[CH:5]=[CH:4][C:3]=1[N+:14]([O-:16])=[O:15].NC1C=CC=C(C)C=1C(O)=O.C(=O)([O-])[O-].[Na+].[Na+]. The product is [CH3:8][O:9][C:10](=[O:12])[C:11]1[C:6]([NH2:7])=[CH:5][CH:4]=[C:3]([N+:14]([O-:16])=[O:15])[C:2]=1[CH3:1]. The yield is 0.870. The catalyst is CO. (2) The reactants are [F:1][C:2]([F:13])([F:12])[C:3]1[CH:8]=[CH:7][C:6]([N:9]=[C:10]=[O:11])=[CH:5][CH:4]=1.[NH2:14][C@H:15]1[CH2:20][CH2:19][C@H:18]([O:21][C:22]2[CH:30]=[CH:29][C:25]([C:26]([OH:28])=[O:27])=[CH:24][CH:23]=2)[CH2:17][CH2:16]1.ClC1C=CC(NC(=O)N[C@H]2CC[C@H](OC3C=CC(C(O)=O)=CC=3)CC2)=CC=1C(F)(F)F. No catalyst specified. The product is [F:1][C:2]([F:12])([F:13])[C:3]1[CH:4]=[CH:5][C:6]([NH:9][C:10](=[O:11])[NH:14][C@H:15]2[CH2:20][CH2:19][C@H:18]([O:21][C:22]3[CH:30]=[CH:29][C:25]([C:26]([OH:28])=[O:27])=[CH:24][CH:23]=3)[CH2:17][CH2:16]2)=[CH:7][CH:8]=1. The yield is 0.700. (3) The reactants are Br[C:2]1[CH:3]=[C:4]2[C:10]([CH2:11][C:12]3[C:13]([F:23])=[C:14]([CH:19]=[CH:20][C:21]=3[F:22])[O:15][CH2:16][CH2:17][OH:18])=[CH:9][NH:8][C:5]2=[N:6][CH:7]=1.[N:24]1[CH:29]=[CH:28][CH:27]=[C:26](B(O)O)[CH:25]=1.C(=O)([O-])[O-].[K+].[K+].O. The catalyst is C(#N)C.C1C=CC([P]([Pd]([P](C2C=CC=CC=2)(C2C=CC=CC=2)C2C=CC=CC=2)([P](C2C=CC=CC=2)(C2C=CC=CC=2)C2C=CC=CC=2)[P](C2C=CC=CC=2)(C2C=CC=CC=2)C2C=CC=CC=2)(C2C=CC=CC=2)C2C=CC=CC=2)=CC=1. The product is [F:23][C:13]1[C:12]([CH2:11][C:10]2[C:4]3[C:5](=[N:6][CH:7]=[C:2]([C:26]4[CH:25]=[N:24][CH:29]=[CH:28][CH:27]=4)[CH:3]=3)[NH:8][CH:9]=2)=[C:21]([F:22])[CH:20]=[CH:19][C:14]=1[O:15][CH2:16][CH2:17][OH:18]. The yield is 0.320. (4) The reactants are [F:1][C:2]1[CH:7]=[CH:6][C:5]([C:8]2([C:16]([OH:18])=[O:17])[CH2:11][C:10]([O:14]C)(OC)[CH2:9]2)=[CH:4][CH:3]=1.Cl.[CH3:20]O. No catalyst specified. The product is [F:1][C:2]1[CH:3]=[CH:4][C:5]([C:8]2([C:16]([O:18][CH3:20])=[O:17])[CH2:9][C:10](=[O:14])[CH2:11]2)=[CH:6][CH:7]=1. The yield is 0.800.